Predict the reaction yield, written as a fraction of the theoretical maximum amount of product (1.0 means a 100% yield; for example, 0.34 means a 34% yield). From a dataset of Reaction yield outcomes from USPTO patents with 853,638 reactions. The reactants are [I:1][C:2]1[CH:10]=[CH:9][C:5]([C:6]([OH:8])=[O:7])=[CH:4][CH:3]=1.C(Cl)(=O)C(Cl)=O.N1C=CC=CC=1.[CH2:23](O)[CH2:24][CH2:25][CH2:26][CH2:27][CH2:28][CH3:29]. The catalyst is ClCCl.CN(C)C=O. The product is [I:1][C:2]1[CH:10]=[CH:9][C:5]([C:6]([O:8][CH2:23][CH2:24][CH2:25][CH2:26][CH2:27][CH2:28][CH3:29])=[O:7])=[CH:4][CH:3]=1. The yield is 0.970.